Dataset: Catalyst prediction with 721,799 reactions and 888 catalyst types from USPTO. Task: Predict which catalyst facilitates the given reaction. (1) Reactant: [Cl:1][C:2]1[N:7]=[C:6](Cl)[CH:5]=[C:4]([CH3:9])[N:3]=1.[CH3:10][Si:11]([CH3:23])([CH3:22])[CH2:12][CH2:13][O:14][CH2:15][N:16]1[CH:20]=[CH:19][C:18]([NH2:21])=[N:17]1.CC1(C)C2C=CC=C(P(C3C=CC=CC=3)C3C=CC=CC=3)C=2OC2C1=CC=CC=2P(C1C=CC=CC=1)C1C=CC=CC=1.P([O-])([O-])([O-])=O.[K+].[K+].[K+]. Product: [Cl:1][C:2]1[N:7]=[C:6]([NH:21][C:18]2[CH:19]=[CH:20][N:16]([CH2:15][O:14][CH2:13][CH2:12][Si:11]([CH3:23])([CH3:22])[CH3:10])[N:17]=2)[CH:5]=[C:4]([CH3:9])[N:3]=1. The catalyst class is: 684. (2) Reactant: [CH:1]1([NH:7][C:8]2[C@:12]3([CH2:17][CH2:16][NH:15][C@@H:14]([CH3:18])[CH2:13]3)[N:11]([C:19]3[CH:24]=[CH:23][CH:22]=[C:21]([F:25])[CH:20]=3)[C:10](=[O:26])[N:9]=2)[CH2:6][CH2:5][CH2:4][CH2:3][CH2:2]1.[CH3:27][C:28]1([CH3:41])[CH:37]=[CH:36][C:35]2[C:30](=[C:31]([C:38](O)=[O:39])[CH:32]=[CH:33][CH:34]=2)[NH:29]1.C(N(C(C)C)CC)(C)C.CN([P+](ON1N=NC2C=CC=CC1=2)(N(C)C)N(C)C)C.F[P-](F)(F)(F)(F)F. Product: [CH:1]1([NH:7][C:8]2[C@:12]3([CH2:17][CH2:16][N:15]([C:38]([C:31]4[CH:32]=[CH:33][CH:34]=[C:35]5[C:30]=4[NH:29][C:28]([CH3:41])([CH3:27])[CH:37]=[CH:36]5)=[O:39])[C@@H:14]([CH3:18])[CH2:13]3)[N:11]([C:19]3[CH:24]=[CH:23][CH:22]=[C:21]([F:25])[CH:20]=3)[C:10](=[O:26])[N:9]=2)[CH2:2][CH2:3][CH2:4][CH2:5][CH2:6]1. The catalyst class is: 18. (3) Reactant: [NH2:1][C@H:2]1[CH2:7][CH2:6][CH2:5][CH2:4][C@H:3]1[NH:8][C:9](=[O:22])[C:10]1[CH:15]=[CH:14][C:13]([C:16]([F:19])([F:18])[F:17])=[CH:12][C:11]=1[S:20][CH3:21].C(=O)([O-])[O-].[K+].[K+].Br[CH2:30][CH2:31][O:32][CH2:33][CH2:34]Br. Product: [CH3:21][S:20][C:11]1[CH:12]=[C:13]([C:16]([F:18])([F:19])[F:17])[CH:14]=[CH:15][C:10]=1[C:9]([NH:8][C@@H:3]1[CH2:4][CH2:5][CH2:6][CH2:7][C@@H:2]1[N:1]1[CH2:34][CH2:33][O:32][CH2:31][CH2:30]1)=[O:22]. The catalyst class is: 10.